From a dataset of Full USPTO retrosynthesis dataset with 1.9M reactions from patents (1976-2016). Predict the reactants needed to synthesize the given product. (1) Given the product [NH2:16][CH2:15][C:14]1[CH:17]=[CH:18][CH:19]=[CH:20][C:13]=1[CH2:12][C:11]1[CH:21]=[CH:22][C:23]([N:24]2[S:25](=[O:31])(=[O:30])[NH:26][C:27](=[O:29])[CH2:28]2)=[C:9]([OH:8])[CH:10]=1, predict the reactants needed to synthesize it. The reactants are: C([O:8][C:9]1[CH:10]=[C:11]([CH:21]=[CH:22][C:23]=1[N:24]1[CH2:28][C:27](=[O:29])[NH:26][S:25]1(=[O:31])=[O:30])[CH2:12][C:13]1[CH:20]=[CH:19][CH:18]=[CH:17][C:14]=1[C:15]#[N:16])C1C=CC=CC=1. (2) Given the product [C:3]([C:5]1[CH:6]=[C:7]([C:11]2[S:12][CH:13]=[CH:14][CH:15]=2)[CH:8]=[CH:9][CH:10]=1)([OH:4])=[O:2], predict the reactants needed to synthesize it. The reactants are: C[O:2][C:3]([C:5]1[CH:6]=[C:7]([C:11]2[S:12][CH:13]=[CH:14][CH:15]=2)[CH:8]=[CH:9][CH:10]=1)=[O:4].[OH-].[Na+].Cl. (3) Given the product [Br:20][C:10]1[CH:9]=[N:8][C:7]([N:1]2[CH2:6][CH2:5][NH:4][CH2:3][CH2:2]2)=[CH:12][N:11]=1, predict the reactants needed to synthesize it. The reactants are: [N:1]1([C:7]2[CH:12]=[N:11][CH:10]=[CH:9][N:8]=2)[CH2:6][CH2:5][NH:4][CH2:3][CH2:2]1.C1C(=O)N([Br:20])C(=O)C1. (4) Given the product [CH2:1]([O:3][C:4]([C:5]1[N:6]=[C:18]([CH2:17][C:11]2[CH:16]=[CH:15][CH:14]=[CH:13][CH:12]=2)[NH:20][N:21]=1)=[O:10])[CH2:2][CH2:22][CH3:23], predict the reactants needed to synthesize it. The reactants are: [CH2:1]([O:3][C:4](=[O:10])[C:5](OCC)=[NH:6])[CH3:2].[C:11]1([CH2:17][C:18]([NH:20][NH2:21])=O)[CH:16]=[CH:15][CH:14]=[CH:13][CH:12]=1.[CH2:22](O)[CH3:23]. (5) Given the product [Br:1][C:2]1[C:3]([CH3:18])=[N:4][N:5]([CH2:14][CH2:15][CH:16]=[O:17])[C:6]=1[C:7]1[CH:8]=[CH:9][C:10]([F:13])=[CH:11][CH:12]=1, predict the reactants needed to synthesize it. The reactants are: [Br:1][C:2]1[C:3]([CH3:18])=[N:4][N:5]([CH2:14][CH2:15][CH2:16][OH:17])[C:6]=1[C:7]1[CH:12]=[CH:11][C:10]([F:13])=[CH:9][CH:8]=1.CC(OI1(OC(C)=O)(OC(C)=O)OC(=O)C2C=CC=CC1=2)=O. (6) Given the product [OH:14][C:9]1[CH:10]=[CH:11][CH:12]=[CH:13][C:8]=1[C:6]1[N:7]=[C:2]([N:24]2[C:43]([C:44]([F:47])([F:46])[F:45])=[C:37]([C:38]([O:40][CH2:41][CH3:42])=[O:39])[CH:36]=[N:25]2)[CH:3]=[N:4][CH:5]=1, predict the reactants needed to synthesize it. The reactants are: Cl[C:2]1[N:7]=[C:6]([C:8]2[CH:13]=[CH:12][CH:11]=[CH:10][C:9]=2[OH:14])[CH:5]=[N:4][CH:3]=1.O.NN.N1C=CN=CC=1[NH:24][NH2:25].C(N(CC)CC)C.C(O[CH:36]=[C:37]([C:43](=O)[C:44]([F:47])([F:46])[F:45])[C:38]([O:40][CH2:41][CH3:42])=[O:39])C. (7) Given the product [CH2:50]([O:51][C:14]1[C:19]([C:20]2[NH:21][C:22](=[O:36])[C:23]3[C:24](=[C:26]([CH2:33][CH2:34][CH3:35])[N:27]([CH2:29][CH2:30][O:31][CH3:32])[N:28]=3)[N:25]=2)=[CH:18][C:17]([S:37]([N:40]2[CH2:41][CH2:42][N:43]([CH2:46][CH3:47])[CH2:44][CH2:45]2)(=[O:38])=[O:39])=[CH:16][N:15]=1)[CH:49]([CH3:52])[CH3:48], predict the reactants needed to synthesize it. The reactants are: C[Si]([N-][Si](C)(C)C)(C)C.[K+].C(O[C:14]1[C:19]([C:20]2[NH:21][C:22](=[O:36])[C:23]3[C:24](=[C:26]([CH2:33][CH2:34][CH3:35])[N:27]([CH2:29][CH2:30][O:31][CH3:32])[N:28]=3)[N:25]=2)=[CH:18][C:17]([S:37]([N:40]2[CH2:45][CH2:44][N:43]([CH2:46][CH3:47])[CH2:42][CH2:41]2)(=[O:39])=[O:38])=[CH:16][N:15]=1)C.[CH3:48][CH:49]([CH3:52])[CH2:50][OH:51].